Dataset: Reaction yield outcomes from USPTO patents with 853,638 reactions. Task: Predict the reaction yield, written as a fraction of the theoretical maximum amount of product (1.0 means a 100% yield; for example, 0.34 means a 34% yield). (1) The reactants are [OH:1][C:2]1[CH:11]=[CH:10][CH:9]=[C:8]2[C:3]=1[CH:4]=[CH:5][C:6]([CH3:12])=[N:7]2.[Br:13][CH2:14][CH2:15]Br. No catalyst specified. The product is [Br:13][CH2:14][CH2:15][O:1][C:2]1[CH:11]=[CH:10][CH:9]=[C:8]2[C:3]=1[CH:4]=[CH:5][C:6]([CH3:12])=[N:7]2. The yield is 0.910. (2) The reactants are Br[C:2]1[CH:3]=[C:4]([CH:6]=[C:7]([CH3:9])[CH:8]=1)[NH2:5].[B:10]1([B:10]2[O:14][C:13]([CH3:16])([CH3:15])[C:12]([CH3:18])([CH3:17])[O:11]2)[O:14][C:13]([CH3:16])([CH3:15])[C:12]([CH3:18])([CH3:17])[O:11]1.C([O-])(=O)C.[K+]. The catalyst is C(=CC(C=CC1C=CC=CC=1)=O)C1C=CC=CC=1.[Pd].C1(P(C2CCCCC2)C2C=CC=CC=2C2C(C(C)C)=CC(C(C)C)=CC=2C(C)C)CCCCC1.O1CCOCC1. The product is [CH3:9][C:7]1[CH:6]=[C:4]([CH:3]=[C:2]([B:10]2[O:14][C:13]([CH3:16])([CH3:15])[C:12]([CH3:18])([CH3:17])[O:11]2)[CH:8]=1)[NH2:5]. The yield is 0.880. (3) The reactants are [C:1]([C@H:4]1[CH2:9][CH2:8][C@H:7]([CH2:10][N:11]2[CH2:19][C:18]3[C:13](=[C:14]([F:21])[C:15]([OH:20])=[CH:16][CH:17]=3)[C:12]2=[O:22])[CH2:6][CH2:5]1)(=[O:3])[CH3:2].[CH3:23][Mg]Br.C(OCC)C. The catalyst is C1COCC1. The product is [F:21][C:14]1[C:15]([OH:20])=[CH:16][CH:17]=[C:18]2[C:13]=1[C:12](=[O:22])[N:11]([CH2:10][C@H:7]1[CH2:6][CH2:5][C@H:4]([C:1]([OH:3])([CH3:23])[CH3:2])[CH2:9][CH2:8]1)[CH2:19]2. The yield is 0.720. (4) The reactants are [N:1]1([CH2:6][C:7]2[C:12]3[O:13][C:14]4[CH2:19][CH2:18][N:17]([C:20]([O:22][C:23]([CH3:26])([CH3:25])[CH3:24])=[O:21])[CH2:16][C:15]=4[C:11]=3[CH:10]=[C:9](Br)[CH:8]=2)[CH:5]=[CH:4][CH:3]=[N:2]1.[C:28]1([S:34]([O-:36])=[O:35])[CH:33]=[CH:32][CH:31]=[CH:30][CH:29]=1.[Na+]. No catalyst specified. The product is [N:1]1([CH2:6][C:7]2[C:12]3[O:13][C:14]4[CH2:19][CH2:18][N:17]([C:20]([O:22][C:23]([CH3:26])([CH3:25])[CH3:24])=[O:21])[CH2:16][C:15]=4[C:11]=3[CH:10]=[C:9]([S:34]([C:28]3[CH:33]=[CH:32][CH:31]=[CH:30][CH:29]=3)(=[O:36])=[O:35])[CH:8]=2)[CH:5]=[CH:4][CH:3]=[N:2]1. The yield is 0.390. (5) The reactants are [CH:1]1([C:7]2[NH:11][C:10](=[O:12])[C:9]3([CH2:17][CH2:16][N:15]([S:18](/[CH:21]=[CH:22]/[C:23]4[CH:24]=[C:25]5[C:29](=[CH:30][CH:31]=4)[N:28]([CH2:32][C@H:33]4[CH2:37][O:36]C(C)(C)[O:34]4)[CH:27]=[CH:26]5)(=[O:20])=[O:19])[CH2:14][CH2:13]3)[N:8]=2)[CH2:6][CH2:5][CH2:4][CH2:3][CH2:2]1.FC(F)(F)C(O)=O.C(=O)(O)[O-].[Na+].O. The catalyst is C(Cl)Cl.CO. The product is [CH:1]1([C:7]2[NH:11][C:10](=[O:12])[C:9]3([CH2:17][CH2:16][N:15]([S:18](/[CH:21]=[CH:22]/[C:23]4[CH:24]=[C:25]5[C:29](=[CH:30][CH:31]=4)[N:28]([CH2:32][C@H:33]([OH:34])[CH2:37][OH:36])[CH:27]=[CH:26]5)(=[O:19])=[O:20])[CH2:14][CH2:13]3)[N:8]=2)[CH2:6][CH2:5][CH2:4][CH2:3][CH2:2]1. The yield is 0.860.